From a dataset of Reaction yield outcomes from USPTO patents with 853,638 reactions. Predict the reaction yield, written as a fraction of the theoretical maximum amount of product (1.0 means a 100% yield; for example, 0.34 means a 34% yield). (1) The reactants are [CH2:1]([O:8][NH:9][S:10]([C:13]1[CH:18]=[CH:17][CH:16]=[CH:15][C:14]=1[N+:19]([O-:21])=[O:20])(=[O:12])=[O:11])[C:2]1[CH:7]=[CH:6][CH:5]=[CH:4][CH:3]=1.O[C@@H:23]1[CH2:28][N:27]([C:29]([O:31][C:32]([CH3:35])([CH3:34])[CH3:33])=[O:30])[C@H:26]([C:36]([O:38][CH2:39][CH3:40])=[O:37])[CH2:25][CH2:24]1.C1C=CC(P(C2C=CC=CC=2)C2C=CC=CC=2)=CC=1.CCOC(/N=N/C(OCC)=O)=O. The catalyst is C1COCC1. The product is [CH2:1]([O:8][N:9]([C@H:23]1[CH2:28][N:27]([C:29]([O:31][C:32]([CH3:33])([CH3:34])[CH3:35])=[O:30])[C@H:26]([C:36]([O:38][CH2:39][CH3:40])=[O:37])[CH2:25][CH2:24]1)[S:10]([C:13]1[CH:18]=[CH:17][CH:16]=[CH:15][C:14]=1[N+:19]([O-:21])=[O:20])(=[O:12])=[O:11])[C:2]1[CH:7]=[CH:6][CH:5]=[CH:4][CH:3]=1. The yield is 0.800. (2) The reactants are Cl[C:2]1[C:11]2[CH2:10][CH2:9][N:8]([C:12]([NH:14][C:15]3[CH:20]=[CH:19][C:18]([F:21])=[CH:17][CH:16]=3)=[O:13])[C@H:7]([C:22]3[CH:27]=[CH:26][C:25]([C:28]([F:31])([F:30])[F:29])=[CH:24][CH:23]=3)[C:6]=2[N:5]=[CH:4][CH:3]=1.[F:32][C:33]1[CH:38]=[CH:37][C:36](B(O)O)=[CH:35][CH:34]=1.C(=O)([O-])[O-].[Na+].[Na+].O1CCOCC1. The catalyst is O.C1C=CC([P]([Pd]([P](C2C=CC=CC=2)(C2C=CC=CC=2)C2C=CC=CC=2)([P](C2C=CC=CC=2)(C2C=CC=CC=2)C2C=CC=CC=2)[P](C2C=CC=CC=2)(C2C=CC=CC=2)C2C=CC=CC=2)(C2C=CC=CC=2)C2C=CC=CC=2)=CC=1. The product is [F:21][C:18]1[CH:17]=[CH:16][C:15]([NH:14][C:12]([N:8]2[C@H:7]([C:22]3[CH:23]=[CH:24][C:25]([C:28]([F:30])([F:29])[F:31])=[CH:26][CH:27]=3)[C:6]3[N:5]=[CH:4][CH:3]=[C:2]([C:36]4[CH:37]=[CH:38][C:33]([F:32])=[CH:34][CH:35]=4)[C:11]=3[CH2:10][CH2:9]2)=[O:13])=[CH:20][CH:19]=1. The yield is 0.530. (3) The product is [Cl:1][C:2]1[C:3]2[CH:24]=[CH:23][C:22]([C:25]([F:28])([F:26])[F:27])=[CH:21][C:4]=2[S:5][C:6]=1[C:7]([NH:9][C@@H:10]([CH2:14][C:15]1[CH:20]=[CH:19][CH:18]=[CH:17][CH:16]=1)[C:11]([OH:13])=[O:12])=[O:8]. The yield is 0.931. The reactants are [Cl:1][C:2]1[C:3]2[CH:24]=[CH:23][C:22]([C:25]([F:28])([F:27])[F:26])=[CH:21][C:4]=2[S:5][C:6]=1[C:7]([NH:9][C@H:10]([CH2:14][C:15]1[CH:20]=[CH:19][CH:18]=[CH:17][CH:16]=1)[C:11]([OH:13])=[O:12])=[O:8].C(OC(=O)[C@H](CC1C=CC=CC=1)N)(C)(C)C. No catalyst specified. (4) The reactants are Br[CH:2]([S:12][C:13]1[CH:18]=[CH:17][CH:16]=[CH:15][CH:14]=1)[C:3]([C:5]1[CH:10]=[CH:9][CH:8]=[CH:7][C:6]=1[F:11])=O.[O:19]=[C:20]1[C:28]2[C:23](=[CH:24][CH:25]=[CH:26][CH:27]=2)[C:22](=[O:29])[N:21]1[CH2:30][C:31](=[S:33])[NH2:32].C(=O)([O-])O.[Na+]. The catalyst is CN(C)C=O. The product is [F:11][C:6]1[CH:7]=[CH:8][CH:9]=[CH:10][C:5]=1[C:3]1[N:32]=[C:31]([CH2:30][N:21]2[C:20](=[O:19])[C:28]3[C:23](=[CH:24][CH:25]=[CH:26][CH:27]=3)[C:22]2=[O:29])[S:33][C:2]=1[S:12][C:13]1[CH:18]=[CH:17][CH:16]=[CH:15][CH:14]=1. The yield is 0.510.